Dataset: NCI-60 drug combinations with 297,098 pairs across 59 cell lines. Task: Regression. Given two drug SMILES strings and cell line genomic features, predict the synergy score measuring deviation from expected non-interaction effect. Drug 1: CCC1=CC2CC(C3=C(CN(C2)C1)C4=CC=CC=C4N3)(C5=C(C=C6C(=C5)C78CCN9C7C(C=CC9)(C(C(C8N6C)(C(=O)OC)O)OC(=O)C)CC)OC)C(=O)OC.C(C(C(=O)O)O)(C(=O)O)O. Drug 2: C1C(C(OC1N2C=NC3=C2NC=NCC3O)CO)O. Cell line: HL-60(TB). Synergy scores: CSS=12.0, Synergy_ZIP=-0.300, Synergy_Bliss=0.658, Synergy_Loewe=-52.2, Synergy_HSA=1.09.